This data is from NCI-60 drug combinations with 297,098 pairs across 59 cell lines. The task is: Regression. Given two drug SMILES strings and cell line genomic features, predict the synergy score measuring deviation from expected non-interaction effect. (1) Drug 1: CN(C)C1=NC(=NC(=N1)N(C)C)N(C)C. Drug 2: CCC(=C(C1=CC=CC=C1)C2=CC=C(C=C2)OCCN(C)C)C3=CC=CC=C3.C(C(=O)O)C(CC(=O)O)(C(=O)O)O. Cell line: MCF7. Synergy scores: CSS=0.963, Synergy_ZIP=-1.10, Synergy_Bliss=-1.59, Synergy_Loewe=-10.3, Synergy_HSA=-4.80. (2) Drug 1: CCCS(=O)(=O)NC1=C(C(=C(C=C1)F)C(=O)C2=CNC3=C2C=C(C=N3)C4=CC=C(C=C4)Cl)F. Drug 2: C1=CC=C(C(=C1)C(C2=CC=C(C=C2)Cl)C(Cl)Cl)Cl. Cell line: DU-145. Synergy scores: CSS=8.58, Synergy_ZIP=2.71, Synergy_Bliss=11.2, Synergy_Loewe=8.39, Synergy_HSA=8.01. (3) Drug 1: CC1=C2C(C(=O)C3(C(CC4C(C3C(C(C2(C)C)(CC1OC(=O)C(C(C5=CC=CC=C5)NC(=O)OC(C)(C)C)O)O)OC(=O)C6=CC=CC=C6)(CO4)OC(=O)C)O)C)O. Drug 2: CN(CC1=CN=C2C(=N1)C(=NC(=N2)N)N)C3=CC=C(C=C3)C(=O)NC(CCC(=O)O)C(=O)O. Cell line: OVCAR-4. Synergy scores: CSS=42.3, Synergy_ZIP=2.31, Synergy_Bliss=5.37, Synergy_Loewe=5.81, Synergy_HSA=6.31. (4) Drug 1: CN(C)N=NC1=C(NC=N1)C(=O)N. Drug 2: C1C(C(OC1N2C=NC3=C(N=C(N=C32)Cl)N)CO)O. Cell line: ACHN. Synergy scores: CSS=21.6, Synergy_ZIP=-2.10, Synergy_Bliss=4.04, Synergy_Loewe=-1.14, Synergy_HSA=6.69. (5) Drug 1: C1=NC2=C(N1)C(=S)N=C(N2)N. Drug 2: C1=CC(=CC=C1C#N)C(C2=CC=C(C=C2)C#N)N3C=NC=N3. Cell line: HCC-2998. Synergy scores: CSS=27.6, Synergy_ZIP=0.339, Synergy_Bliss=-1.56, Synergy_Loewe=-18.6, Synergy_HSA=-2.01.